This data is from Catalyst prediction with 721,799 reactions and 888 catalyst types from USPTO. The task is: Predict which catalyst facilitates the given reaction. Reactant: [CH2:1]([NH:8][C:9]([C:11]1[C:20]2[C:15](=[C:16]([N+:21]([O-])=O)[CH:17]=[CH:18][CH:19]=2)[CH:14]=[CH:13][CH:12]=1)=[O:10])[C:2]1[CH:7]=[CH:6][CH:5]=[CH:4][CH:3]=1. Product: [NH2:21][C:16]1[CH:17]=[CH:18][CH:19]=[C:20]2[C:15]=1[CH:14]=[CH:13][CH:12]=[C:11]2[C:9]([NH:8][CH2:1][C:2]1[CH:3]=[CH:4][CH:5]=[CH:6][CH:7]=1)=[O:10]. The catalyst class is: 43.